From a dataset of Forward reaction prediction with 1.9M reactions from USPTO patents (1976-2016). Predict the product of the given reaction. (1) Given the reactants [Cl:1][C:2]1[CH:3]=[CH:4][C:5]([C:28]([F:31])([F:30])[F:29])=[C:6]([CH:27]=1)[CH2:7][N:8]1[CH2:13][CH2:12][NH:11][C:10]2[N:14]=[CH:15][C:16]([C:18]3[CH:26]=[CH:25][C:21]([C:22](O)=[O:23])=[CH:20][CH:19]=3)=[CH:17][C:9]1=2.[Cl:32][C:33]1[CH:38]=[CH:37][C:36]([C:39]2([OH:45])[CH2:44][CH2:43][NH:42][CH2:41][CH2:40]2)=[CH:35][CH:34]=1, predict the reaction product. The product is: [Cl:32][C:33]1[CH:38]=[CH:37][C:36]([C:39]2([OH:45])[CH2:40][CH2:41][N:42]([C:22]([C:21]3[CH:25]=[CH:26][C:18]([C:16]4[CH:15]=[N:14][C:10]5[NH:11][CH2:12][CH2:13][N:8]([CH2:7][C:6]6[CH:27]=[C:2]([Cl:1])[CH:3]=[CH:4][C:5]=6[C:28]([F:30])([F:29])[F:31])[C:9]=5[CH:17]=4)=[CH:19][CH:20]=3)=[O:23])[CH2:43][CH2:44]2)=[CH:35][CH:34]=1. (2) Given the reactants [NH2:1][C:2]1[O:6][CH:5]([C:7]2[CH:12]=[CH:11][C:10](F)=[CH:9][CH:8]=2)[C:4](=[O:14])[C:3]=1[OH:15].C(N(CC)CC)C.[Cl:23][Si](C)(C)C.[C:28]1([S:34](Cl)(=[O:36])=[O:35])[CH:33]=[CH:32][CH:31]=[CH:30][CH:29]=1.[F-].C([N+](CCCC)(CCCC)CCCC)CCC.S([O-])([O-])(=O)=O.[NH4+].[NH4+], predict the reaction product. The product is: [OH:15][C:3]1[C:4]([OH:14])=[C:5]([C:7]2[CH:12]=[CH:11][C:10]([Cl:23])=[CH:9][CH:8]=2)[O:6][C:2]=1[NH:1][S:34]([C:28]1[CH:33]=[CH:32][CH:31]=[CH:30][CH:29]=1)(=[O:36])=[O:35]. (3) Given the reactants [CH2:1]([O:3][CH2:4][C:5](Cl)=O)[CH3:2].[NH2:8][C:9]1[CH:10]=[N:11][C:12]2[C:17]([C:18]=1[NH:19][CH2:20][C:21]([NH:24][C:25](=[O:31])[O:26][C:27]([CH3:30])([CH3:29])[CH3:28])([CH3:23])[CH3:22])=[CH:16][CH:15]=[C:14]([O:32][CH2:33][C:34]1[CH:39]=[CH:38][CH:37]=[CH:36][CH:35]=1)[CH:13]=2.C(N(CC)CC)C, predict the reaction product. The product is: [CH2:33]([O:32][C:14]1[CH:15]=[CH:16][C:17]2[C:18]3[N:19]([CH2:20][C:21]([NH:24][C:25](=[O:31])[O:26][C:27]([CH3:30])([CH3:29])[CH3:28])([CH3:23])[CH3:22])[C:5]([CH2:4][O:3][CH2:1][CH3:2])=[N:8][C:9]=3[CH:10]=[N:11][C:12]=2[CH:13]=1)[C:34]1[CH:35]=[CH:36][CH:37]=[CH:38][CH:39]=1. (4) Given the reactants [Br:1][C:2]1[CH:7]=[CH:6][C:5]([C:8]2[C:14]3[CH:15]=[C:16]([O:21]C)[C:17]([O:19]C)=[CH:18][C:13]=3[CH2:12][CH:11]([CH3:23])[N:10]([C:24]([NH:26][CH3:27])=[O:25])[N:9]=2)=[CH:4][CH:3]=1.B(Br)(Br)Br.Cl, predict the reaction product. The product is: [Br:1][C:2]1[CH:3]=[CH:4][C:5]([C:8]2[C:14]3[CH:15]=[C:16]([OH:21])[C:17]([OH:19])=[CH:18][C:13]=3[CH2:12][CH:11]([CH3:23])[N:10]([C:24]([NH:26][CH3:27])=[O:25])[N:9]=2)=[CH:6][CH:7]=1. (5) Given the reactants [OH-].[Na+].[NH2:3][C:4]1[C:13]([NH:14][C:15]([C:17]2[CH:22]=[N:21][CH:20]=[CH:19][N:18]=2)=[O:16])=[CH:12][CH:11]=[CH:10][C:5]=1[C:6]([O:8]C)=[O:7], predict the reaction product. The product is: [NH2:3][C:4]1[C:13]([NH:14][C:15]([C:17]2[CH:22]=[N:21][CH:20]=[CH:19][N:18]=2)=[O:16])=[CH:12][CH:11]=[CH:10][C:5]=1[C:6]([OH:8])=[O:7].